Regression. Given two drug SMILES strings and cell line genomic features, predict the synergy score measuring deviation from expected non-interaction effect. From a dataset of NCI-60 drug combinations with 297,098 pairs across 59 cell lines. Drug 1: CS(=O)(=O)CCNCC1=CC=C(O1)C2=CC3=C(C=C2)N=CN=C3NC4=CC(=C(C=C4)OCC5=CC(=CC=C5)F)Cl. Drug 2: CNC(=O)C1=NC=CC(=C1)OC2=CC=C(C=C2)NC(=O)NC3=CC(=C(C=C3)Cl)C(F)(F)F. Cell line: HS 578T. Synergy scores: CSS=0.249, Synergy_ZIP=0.381, Synergy_Bliss=1.51, Synergy_Loewe=-1.28, Synergy_HSA=-0.473.